Task: Predict which catalyst facilitates the given reaction.. Dataset: Catalyst prediction with 721,799 reactions and 888 catalyst types from USPTO (1) The catalyst class is: 436. Reactant: [NH2:1]/[C:2](=[N:9]\[O:10][C:11]([C@@H:13]1[CH2:17][CH2:16][CH2:15][N:14]1[C:18]([O:20][C:21]([CH3:24])([CH3:23])[CH3:22])=[O:19])=O)/[C:3]1[CH:4]=[N:5][CH:6]=[CH:7][CH:8]=1. Product: [N:5]1[CH:6]=[CH:7][CH:8]=[C:3]([C:2]2[N:1]=[C:11]([C@@H:13]3[CH2:17][CH2:16][CH2:15][N:14]3[C:18]([O:20][C:21]([CH3:24])([CH3:23])[CH3:22])=[O:19])[O:10][N:9]=2)[CH:4]=1. (2) Reactant: [C:1]1([C:6]([CH2:8][C:9]([O:11][CH3:12])=[O:10])=O)[S:5][CH:4]=[CH:3][CH:2]=1.C([O-])(=O)C.[NH4+:17]. Product: [NH2:17][CH:6]([C:1]1[S:5][CH:4]=[CH:3][CH:2]=1)[CH2:8][C:9]([O:11][CH3:12])=[O:10]. The catalyst class is: 5. (3) Reactant: [Br:1][C:2]1[CH:3]=[N:4][C:5](Cl)=[N:6][CH:7]=1.[NH:9]1[CH2:14][CH2:13][CH:12]([C:15]([NH2:17])=[O:16])[CH2:11][CH2:10]1. Product: [Br:1][C:2]1[CH:3]=[N:4][C:5]([N:9]2[CH2:14][CH2:13][CH:12]([C:15]([NH2:17])=[O:16])[CH2:11][CH2:10]2)=[N:6][CH:7]=1. The catalyst class is: 38. (4) Reactant: [Cl:1][C:2]1[CH:3]=[C:4]2[C:8](=[CH:9][CH:10]=1)[NH:7][C:6]1[CH:11]([CH3:16])[N:12]([CH3:15])[CH2:13][CH2:14][C:5]2=1.N1CCC[C@H]1C(O)=O.[O-]P([O-])([O-])=O.[K+].[K+].[K+].Br[CH:34]=[C:35]([C:37]1[CH:42]=[CH:41][C:40]([F:43])=[C:39]([F:44])[CH:38]=1)[CH3:36]. Product: [Cl:1][C:2]1[CH:3]=[C:4]2[C:8](=[CH:9][CH:10]=1)[N:7]([CH:34]=[C:35]([C:37]1[CH:42]=[CH:41][C:40]([F:43])=[C:39]([F:44])[CH:38]=1)[CH3:36])[C:6]1[CH:11]([CH3:16])[N:12]([CH3:15])[CH2:13][CH2:14][C:5]2=1. The catalyst class is: 122. (5) Reactant: [CH3:1][N:2]1[C:10](=[O:11])[C:9]2[C:4](=[C:5]([C:39]3[CH2:40][CH2:41][NH:42][CH2:43][CH:44]=3)[CH:6]=[CH:7][C:8]=2[NH:12][C:13]2[C:18]([C:19]([F:22])([F:21])[F:20])=[CH:17][N:16]=[C:15]([NH:23][C:24]3[CH:38]=[CH:37][C:27]([CH2:28][P:29](=[O:36])([O:33][CH2:34][CH3:35])[O:30][CH2:31][CH3:32])=[CH:26][CH:25]=3)[N:14]=2)[CH2:3]1.[CH:45]([OH:47])=[O:46].C=O.C([BH3-])#N.[Na+]. Product: [CH3:1][N:2]1[C:10](=[O:11])[C:9]2[C:4](=[C:5]([C:39]3[CH2:40][CH2:41][N:42]([CH3:45])[CH2:43][CH:44]=3)[CH:6]=[CH:7][C:8]=2[NH:12][C:13]2[C:18]([C:19]([F:21])([F:22])[F:20])=[CH:17][N:16]=[C:15]([NH:23][C:24]3[CH:38]=[CH:37][C:27]([CH2:28][P:29](=[O:36])([O:33][CH2:34][CH3:35])[O:30][CH2:31][CH3:32])=[CH:26][CH:25]=3)[N:14]=2)[CH2:3]1.[F:20][C:19]([F:22])([F:21])[C:45]([OH:47])=[O:46]. The catalyst class is: 5. (6) Reactant: [CH2:1]([O:8][CH:9]1[CH2:14][O:13]C(C)(C)[O:11][CH2:10]1)[C:2]1[CH:7]=[CH:6][CH:5]=[CH:4][CH:3]=1. Product: [CH2:1]([O:8][CH:9]([CH2:10][OH:11])[CH2:14][OH:13])[C:2]1[CH:7]=[CH:6][CH:5]=[CH:4][CH:3]=1. The catalyst class is: 5. (7) Reactant: [NH2:1][C:2]1[CH:9]=[CH:8][C:7]([C:10]2[C:15]([Cl:16])=[CH:14][CH:13]=[CH:12][N:11]=2)=[CH:6][C:3]=1[C:4]#[N:5].[Br:17]N1C(=O)CCC1=O.[OH-].[Na+]. Product: [NH2:1][C:2]1[C:9]([Br:17])=[CH:8][C:7]([C:10]2[C:15]([Cl:16])=[CH:14][CH:13]=[CH:12][N:11]=2)=[CH:6][C:3]=1[C:4]#[N:5]. The catalyst class is: 15.